Dataset: Forward reaction prediction with 1.9M reactions from USPTO patents (1976-2016). Task: Predict the product of the given reaction. (1) The product is: [CH3:18][C:19]1[C:27]([NH:28][C:2]2[CH:7]=[CH:6][N:5]=[C:4]3[CH:8]=[C:9]([C:11]4[CH:12]=[C:13]([CH3:17])[CH:14]=[CH:15][CH:16]=4)[O:10][C:3]=23)=[CH:26][CH:25]=[C:24]2[C:20]=1[CH:21]=[CH:22][NH:23]2. Given the reactants Cl[C:2]1[CH:7]=[CH:6][N:5]=[C:4]2[CH:8]=[C:9]([C:11]3[CH:16]=[CH:15][CH:14]=[C:13]([CH3:17])[CH:12]=3)[O:10][C:3]=12.[CH3:18][C:19]1[C:27]([NH2:28])=[CH:26][CH:25]=[C:24]2[C:20]=1[CH:21]=[CH:22][NH:23]2, predict the reaction product. (2) Given the reactants [NH2:1][C:2]1[N:6]([C:7]2[N:12]=[CH:11][N:10]=[C:9]([NH:13][CH3:14])[CH:8]=2)[N:5]=[CH:4][N:3]=1.CC1(C)C2C(=C(P(C3C=CC=CC=3)C3C=CC=CC=3)C=CC=2)OC2C(P(C3C=CC=CC=3)C3C=CC=CC=3)=CC=CC1=2.C([O-])([O-])=O.[Cs+].[Cs+].[CH3:63][O:64][C:65](=[O:74])[C:66]1[CH:71]=[CH:70][C:69]([CH3:72])=[C:68](Br)[CH:67]=1, predict the reaction product. The product is: [CH3:63][O:64][C:65](=[O:74])[C:66]1[CH:71]=[CH:70][C:69]([CH3:72])=[C:68]([NH:1][C:2]2[N:6]([C:7]3[CH:8]=[C:9]([NH:13][CH3:14])[N:10]=[CH:11][N:12]=3)[N:5]=[CH:4][N:3]=2)[CH:67]=1. (3) Given the reactants [OH2:1].[OH:1]N1[C:6]2[CH:11]=[CH:10][CH:10]=[CH:11][C:6]=2N=N1.Cl.[CH3:13]N(C)CCCN=C=NCC.[CH3:24][O:25][C:26]1[CH:31]=[C:30]([CH2:32][N:33]2[CH2:38][CH2:37][NH:36][CH2:35][CH2:34]2)[CH:29]=[CH:28][C:27]=1[NH:39][C:40]1[N:45]=[CH:44][C:43]2=[CH:46][CH:47]=[C:48]([C:49]3[CH:54]=[CH:53][CH:52]=[CH:51][C:50]=3[N:55]([CH3:60])[S:56]([CH3:59])(=[O:58])=[O:57])[N:42]2[N:41]=1.CN1CC[O:65][CH2:64]C1.[CH3:68][N:69](C)[CH:70]=[O:71], predict the reaction product. The product is: [C:11]([O:1][C:70](=[O:71])[NH:69][CH2:68][C:64]([N:36]1[CH2:37][CH2:38][N:33]([CH2:32][C:30]2[CH:29]=[CH:28][C:27]([NH:39][C:40]3[N:45]=[CH:44][C:43]4=[CH:46][CH:47]=[C:48]([C:49]5[CH:54]=[CH:53][CH:52]=[CH:51][C:50]=5[N:55]([S:56]([CH3:59])(=[O:58])=[O:57])[CH3:60])[N:42]4[N:41]=3)=[C:26]([O:25][CH3:24])[CH:31]=2)[CH2:34][CH2:35]1)=[O:65])([CH3:10])([CH3:6])[CH3:13]. (4) Given the reactants [CH3:1][C:2]1[N:7]=[C:6]([N:8]2[C@@H:15]3[C@@H:10]([CH2:11][CH2:12][NH:13][CH2:14]3)[CH2:9]2)[CH:5]=[N:4][CH:3]=1.CC1C=C(C)N=C(N2[C@@H]3[C@@H](CCNC3)C2)N=1.[N:32]1[N:33]([C:37]2[CH:45]=[CH:44][CH:43]=[CH:42][C:38]=2[C:39](O)=[O:40])[N:34]=[CH:35][CH:36]=1.S1C=CC=C1C1C=CC=CC=1C(O)=O, predict the reaction product. The product is: [CH3:1][C:2]1[N:7]=[C:6]([N:8]2[C@@H:15]3[C@@H:10]([CH2:11][CH2:12][N:13]([C:39]([C:38]4[CH:42]=[CH:43][CH:44]=[CH:45][C:37]=4[N:33]4[N:34]=[CH:35][CH:36]=[N:32]4)=[O:40])[CH2:14]3)[CH2:9]2)[CH:5]=[N:4][CH:3]=1. (5) Given the reactants [N:1]1([CH2:14][C:15]([OH:17])=[O:16])[C:12](=[O:13])[C:11]2[N:9](C)C=N[C:6]=2N(C)[C:2]1=O.O1C=CC[CH2:20][CH2:19]1, predict the reaction product. The product is: [NH2:9][C@H:11]([C:12]([N:1]1[CH2:2][CH2:20][CH2:19][C@H:14]1[C:15]([OH:17])=[O:16])=[O:13])[CH3:6].